From a dataset of Catalyst prediction with 721,799 reactions and 888 catalyst types from USPTO. Predict which catalyst facilitates the given reaction. (1) Reactant: O[CH2:2][C:3]1([CH2:7][O:8][C:9]2[CH:10]=[N:11][C:12]([C:15]3[CH:16]=[C:17]([CH:32]=[CH:33][CH:34]=3)[CH2:18][C:19]3[C:24](=[O:25])[CH:23]=[CH:22][N:21]([C:26]4[CH:27]=[N:28][N:29]([CH3:31])[CH:30]=4)[N:20]=3)=[N:13][CH:14]=2)[CH2:6][O:5][CH2:4]1.CCN(S(F)(F)[F:41])CC. Product: [F:41][CH2:2][C:3]1([CH2:7][O:8][C:9]2[CH:10]=[N:11][C:12]([C:15]3[CH:16]=[C:17]([CH:32]=[CH:33][CH:34]=3)[CH2:18][C:19]3[C:24](=[O:25])[CH:23]=[CH:22][N:21]([C:26]4[CH:27]=[N:28][N:29]([CH3:31])[CH:30]=4)[N:20]=3)=[N:13][CH:14]=2)[CH2:6][O:5][CH2:4]1. The catalyst class is: 2. (2) Reactant: [CH3:1][O:2][CH2:3][CH2:4][N:5]([CH2:8][CH3:9])[CH2:6][CH3:7].[CH3:10][I:11]. Product: [I-:11].[CH3:1][O:2][CH2:3][CH2:4][N+:5]([CH2:8][CH3:9])([CH2:6][CH3:7])[CH3:10]. The catalyst class is: 7. (3) Reactant: FC(F)(F)C(O)=O.C(OC([N:15]1[CH2:19][C@H:18]2[N:20]([C:24](=[O:31])[C:25]3[CH:30]=[CH:29][CH:28]=[CH:27][CH:26]=3)[CH2:21][C:22](=[O:23])[C@H:17]2[N:16]1[C:32](=[O:51])[C@@H:33]([NH:38][C:39](=[O:50])[C:40]1[CH:45]=[CH:44][C:43]([C:46]([CH3:49])([CH3:48])[CH3:47])=[CH:42][CH:41]=1)[CH2:34][CH:35]([CH3:37])[CH3:36])=O)(C)(C)C. Product: [C:24]([N:20]1[C@H:18]2[C@H:17]([N:16]([C:32]([C@@H:33]([NH:38][C:39](=[O:50])[C:40]3[CH:45]=[CH:44][C:43]([C:46]([CH3:49])([CH3:48])[CH3:47])=[CH:42][CH:41]=3)[CH2:34][CH:35]([CH3:37])[CH3:36])=[O:51])[NH:15][CH2:19]2)[C:22](=[O:23])[CH2:21]1)(=[O:31])[C:25]1[CH:26]=[CH:27][CH:28]=[CH:29][CH:30]=1. The catalyst class is: 662. (4) Reactant: CC1(C)C(C)(C)OB([C:9]2[CH:10]=[CH:11][C:12]([C:15]([F:18])([F:17])[F:16])=[N:13][CH:14]=2)O1.Br[C:21]1[CH:22]=[C:23]([CH2:28][NH2:29])[CH:24]=[C:25]([F:27])[CH:26]=1.C(=O)([O-])[O-].[K+].[K+].O. Product: [F:27][C:25]1[CH:24]=[C:23]([CH:22]=[C:21]([C:9]2[CH:14]=[N:13][C:12]([C:15]([F:16])([F:17])[F:18])=[CH:11][CH:10]=2)[CH:26]=1)[CH2:28][NH2:29]. The catalyst class is: 128. (5) Reactant: [CH2:1]([C:3]1[N:13]([C:14]2[CH:19]=[CH:18][C:17]([CH2:20][CH2:21][NH:22][CH3:23])=[CH:16][CH:15]=2)[C:6]2=[N:7][C:8]([CH3:12])=[CH:9][C:10]([CH3:11])=[C:5]2[N:4]=1)[CH3:2].[C:24]1([CH3:36])[CH:29]=[CH:28][C:27]([S:30]([N:33]=[C:34]=[O:35])(=[O:32])=[O:31])=[CH:26][CH:25]=1. Product: [CH2:1]([C:3]1[N:13]([C:14]2[CH:15]=[CH:16][C:17]([CH2:20][CH2:21][N:22]([CH3:23])[C:34]([NH:33][S:30]([C:27]3[CH:26]=[CH:25][C:24]([CH3:36])=[CH:29][CH:28]=3)(=[O:31])=[O:32])=[O:35])=[CH:18][CH:19]=2)[C:6]2=[N:7][C:8]([CH3:12])=[CH:9][C:10]([CH3:11])=[C:5]2[N:4]=1)[CH3:2]. The catalyst class is: 236. (6) Reactant: [F:1][C:2]1[CH:3]=[C:4]([CH2:10][N:11]([CH3:19])[C:12](=[O:18])[O:13][C:14]([CH3:17])([CH3:16])[CH3:15])[CH:5]=[CH:6][C:7]=1[CH:8]=O.C([O-])(=O)C.[Na+].Cl.[NH2:26][OH:27]. Product: [F:1][C:2]1[CH:3]=[C:4]([CH:5]=[CH:6][C:7]=1[CH:8]=[N:26][OH:27])[CH2:10][N:11]([CH3:19])[C:12](=[O:18])[O:13][C:14]([CH3:17])([CH3:16])[CH3:15]. The catalyst class is: 1. (7) Reactant: [F:1][C:2]([F:16])([F:15])[C:3]1[N:7]2[CH2:8][CH2:9][CH:10]([C:12](O)=[O:13])[CH2:11][C:6]2=[N:5][N:4]=1.C(Cl)(C(Cl)=O)=O.Cl.ClC1C(CN)=[N:27]C=CN=1.CCN(C(C)C)C(C)C. Product: [F:1][C:2]([F:16])([F:15])[C:3]1[N:7]2[CH2:8][CH2:9][CH:10]([C:12]([NH2:27])=[O:13])[CH2:11][C:6]2=[N:5][N:4]=1. The catalyst class is: 118. (8) The catalyst class is: 1. Reactant: [CH3:1][O-:2].[Na+].[CH3:4][C:5]1[N:10]=[C:9](Cl)[C:8]([F:12])=[C:7]([Cl:13])[N:6]=1. Product: [Cl:13][C:7]1[C:8]([F:12])=[C:9]([O:2][CH3:1])[N:10]=[C:5]([CH3:4])[N:6]=1.